This data is from Full USPTO retrosynthesis dataset with 1.9M reactions from patents (1976-2016). The task is: Predict the reactants needed to synthesize the given product. (1) Given the product [NH2:7][CH2:8][C:9]([C:11]1[CH:16]=[CH:15][C:14]([CH2:17][C:18]([C:19]2[C:28](=[O:29])[C:27]3[C:22](=[CH:23][CH:24]=[CH:25][CH:26]=3)[NH:21][CH:20]=2)=[O:30])=[CH:13][CH:12]=1)([CH3:10])[CH3:31], predict the reactants needed to synthesize it. The reactants are: C(OC(=O)[NH:7][CH2:8][C:9]([CH3:31])([C:11]1[CH:16]=[CH:15][C:14]([CH2:17][C:18](=[O:30])[C:19]2[C:28](=[O:29])[C:27]3[C:22](=[CH:23][CH:24]=[CH:25][CH:26]=3)[NH:21][CH:20]=2)=[CH:13][CH:12]=1)[CH3:10])(C)(C)C.C(O)(C(F)(F)F)=O.[OH-].[Na+]. (2) Given the product [Br:1][C:2]1[CH:7]=[C:6]([N+:15]([O-:17])=[O:16])[C:5]([F:8])=[CH:4][C:3]=1[F:9], predict the reactants needed to synthesize it. The reactants are: [Br:1][C:2]1[CH:7]=[CH:6][C:5]([F:8])=[CH:4][C:3]=1[F:9].OS(O)(=O)=O.[N+:15]([O-])([OH:17])=[O:16].